This data is from Forward reaction prediction with 1.9M reactions from USPTO patents (1976-2016). The task is: Predict the product of the given reaction. (1) Given the reactants [N:1]1([CH2:7][CH2:8][N:9]2[C:13]3[CH:14]=[CH:15][CH:16]=[CH:17][C:12]=3[N:11]([C:18]([NH:20][C@H:21]([C:26]([O:28]C)=[O:27])[C@H:22]([CH2:24][CH3:25])[CH3:23])=[O:19])[C:10]2=[O:30])[CH2:6][CH2:5][O:4][CH2:3][CH2:2]1.[ClH:31], predict the reaction product. The product is: [ClH:31].[N:1]1([CH2:7][CH2:8][N:9]2[C:13]3[CH:14]=[CH:15][CH:16]=[CH:17][C:12]=3[N:11]([C:18]([NH:20][C@H:21]([C:26]([OH:28])=[O:27])[C@H:22]([CH2:24][CH3:25])[CH3:23])=[O:19])[C:10]2=[O:30])[CH2:6][CH2:5][O:4][CH2:3][CH2:2]1. (2) Given the reactants [NH2:1][C:2]1[C:3]([OH:12])=[C:4]([CH:9]=[CH:10][CH:11]=1)[C:5]([O:7][CH3:8])=[O:6].[CH3:13][C:14]1[CH:22]=[CH:21][C:17]([C:18](O)=O)=[CH:16][CH:15]=1, predict the reaction product. The product is: [C:14]1([CH3:13])[CH:22]=[CH:21][C:17]([C:18]2[O:12][C:3]3[C:4]([C:5]([O:7][CH3:8])=[O:6])=[CH:9][CH:10]=[CH:11][C:2]=3[N:1]=2)=[CH:16][CH:15]=1. (3) The product is: [CH:1]1([C:7]2[N:16]3[C:10]([CH2:11][C:12](=[O:21])[N:13]([CH2:25][C:26]([N:28]([CH:37]([CH3:39])[CH3:38])[C:29]4[CH:30]=[N:31][C:32]([O:35][CH3:36])=[CH:33][CH:34]=4)=[O:27])[C:14]4[CH:20]=[CH:19][CH:18]=[CH:17][C:15]=43)=[N:9][N:8]=2)[CH2:2][CH2:3][CH2:4][CH2:5][CH2:6]1. Given the reactants [CH:1]1([C:7]2[N:16]3[C:10]([CH2:11][C:12](=[O:21])[NH:13][C:14]4[CH:20]=[CH:19][CH:18]=[CH:17][C:15]=43)=[N:9][N:8]=2)[CH2:6][CH2:5][CH2:4][CH2:3][CH2:2]1.[H-].[Na+].Br[CH2:25][C:26]([N:28]([CH:37]([CH3:39])[CH3:38])[C:29]1[CH:30]=[N:31][C:32]([O:35][CH3:36])=[CH:33][CH:34]=1)=[O:27], predict the reaction product. (4) The product is: [Br:4][C:5]1[C:6]([CH3:29])=[C:7]([CH3:28])[C:8]2[O:12][C:11]([CH2:14][NH2:15])([CH3:13])[CH2:10][C:9]=2[C:26]=1[CH3:27]. Given the reactants O.NN.[Br:4][C:5]1[C:6]([CH3:29])=[C:7]([CH3:28])[C:8]2[O:12][C:11]([CH2:14][N:15]3C(=O)C4C(=CC=CC=4)C3=O)([CH3:13])[CH2:10][C:9]=2[C:26]=1[CH3:27].Cl.[OH-].[Na+], predict the reaction product.